The task is: Predict the product of the given reaction.. This data is from Forward reaction prediction with 1.9M reactions from USPTO patents (1976-2016). Given the reactants [O:1]=[C:2]1[NH:7][CH:6]=[CH:5][N:4]([S:8]([C:11]2[CH:17]=[CH:16][C:14]([CH3:15])=[CH:13][CH:12]=2)(=[O:10])=[O:9])[C@@H:3]1[CH2:18][C:19](O)=[O:20].[NH2:22][CH:23]1[CH2:32][CH2:31][CH2:30][C:29]2[N:28]=[C:27]([CH2:33][CH2:34]O)[N:26]=[CH:25][C:24]1=2.[CH:36]1[CH:37]=[CH:38]C2N(O)N=[N:42][C:40]=2[CH:41]=1.CCN=C=NCCCN(C)C, predict the reaction product. The product is: [O:1]=[C:2]1[NH:7][CH:6]=[CH:5][N:4]([S:8]([C:11]2[CH:17]=[CH:16][C:14]([CH3:15])=[CH:13][CH:12]=2)(=[O:10])=[O:9])[C@@H:3]1[CH2:18][C:19]([NH:22][CH:23]1[CH2:32][CH2:31][CH2:30][C:29]2[N:28]=[C:27]([CH2:33][CH2:34][N:42]3[CH2:38][CH2:37][CH2:36][CH2:41][CH2:40]3)[N:26]=[CH:25][C:24]1=2)=[O:20].